From a dataset of Full USPTO retrosynthesis dataset with 1.9M reactions from patents (1976-2016). Predict the reactants needed to synthesize the given product. (1) Given the product [Cl:10][C:11]1[CH:16]=[C:15]([C:17]2[N:9]=[C:7]([OH:8])[C:3]3[S:4][CH:5]=[CH:6][C:2]=3[N:1]=2)[C:14]([F:19])=[CH:13][N:12]=1, predict the reactants needed to synthesize it. The reactants are: [NH2:1][C:2]1[CH:6]=[CH:5][S:4][C:3]=1[C:7]([NH2:9])=[O:8].[Cl:10][C:11]1[CH:16]=[C:15]([CH:17]=O)[C:14]([F:19])=[CH:13][N:12]=1.CO.ClC1C(=O)C(C#N)=C(C#N)C(=O)C=1Cl. (2) The reactants are: [CH3:1][S:2](Cl)(=[O:4])=[O:3].CCN(C(C)C)C(C)C.[C:15]([O:19][C:20]([N:22]1[CH2:27][C@@H:26]2[CH2:28][C@H:23]1[CH2:24][NH:25]2)=[O:21])([CH3:18])([CH3:17])[CH3:16]. Given the product [C:15]([O:19][C:20]([N:22]1[CH2:27][C@@H:26]2[CH2:28][C@H:23]1[CH2:24][N:25]2[S:2]([CH3:1])(=[O:4])=[O:3])=[O:21])([CH3:18])([CH3:16])[CH3:17], predict the reactants needed to synthesize it.